From a dataset of Forward reaction prediction with 1.9M reactions from USPTO patents (1976-2016). Predict the product of the given reaction. The product is: [SH:5][C:6]1[CH:7]=[C:8]([CH:11]=[C:12]([SH:14])[CH:13]=1)[CH2:9][OH:10]. Given the reactants CN(C)C([S:5][C:6]1[CH:7]=[C:8]([CH:11]=[C:12]([S:14]C(=O)N(C)C)[CH:13]=1)[CH2:9][OH:10])=O.[OH-].[Na+], predict the reaction product.